This data is from Full USPTO retrosynthesis dataset with 1.9M reactions from patents (1976-2016). The task is: Predict the reactants needed to synthesize the given product. (1) Given the product [C:40]([O:42][C:2]1[CH:3]=[CH:4][C:5]([S:12]([N:36]2[CH2:35][CH2:34][N:33]([CH2:32][C:29]3[CH:28]=[CH:27][C:26]([F:25])=[CH:31][CH:30]=3)[CH2:38][CH2:37]2)(=[O:14])=[O:13])=[C:6]2[C:11]=1[N:10]=[CH:9][CH:8]=[CH:7]2)([CH3:43])([CH3:41])[CH3:39], predict the reactants needed to synthesize it. The reactants are: F[C:2]1[C:11]2[N:10]=[CH:9][CH:8]=[CH:7][C:6]=2[C:5]([S:12](Cl)(=[O:14])=[O:13])=[CH:4][CH:3]=1.CCN(C(C)C)C(C)C.[F:25][C:26]1[CH:31]=[CH:30][C:29]([CH2:32][N:33]2[CH2:38][CH2:37][NH:36][CH2:35][CH2:34]2)=[CH:28][CH:27]=1.[CH3:39][C:40]([CH3:43])([O-:42])[CH3:41].[K+].C([O-])(O)=O.[Na+]. (2) Given the product [CH3:22][NH:23][CH:4]1[CH2:8][CH2:7][C:6]2([CH2:13][CH2:12][CH2:11][N:10]([C:14]([O:16][C:17]([CH3:20])([CH3:19])[CH3:18])=[O:15])[CH2:9]2)[CH2:5]1, predict the reactants needed to synthesize it. The reactants are: CN.O=[C:4]1[CH2:8][CH2:7][C:6]2([CH2:13][CH2:12][CH2:11][N:10]([C:14]([O:16][C:17]([CH3:20])([CH3:19])[CH3:18])=[O:15])[CH2:9]2)[CH2:5]1.[BH3-][C:22]#[N:23].[Na+]. (3) Given the product [CH2:2]([O:9][N:10]=[CH:11][C:12]1[CH:17]=[CH:16][CH:15]=[CH:14][CH:13]=1)[C:3]1[CH:8]=[CH:7][CH:6]=[CH:5][CH:4]=1, predict the reactants needed to synthesize it. The reactants are: Cl.[CH2:2]([O:9][NH2:10])[C:3]1[CH:8]=[CH:7][CH:6]=[CH:5][CH:4]=1.[CH:11](=O)[C:12]1[CH:17]=[CH:16][CH:15]=[CH:14][CH:13]=1. (4) Given the product [NH:22]1[C:23]2[C:19](=[CH:18][C:17]([NH:16][C:14](=[O:15])/[CH:13]=[CH:12]/[C:3]3[CH:4]=[CH:5][C:6]([C:8]([F:11])([F:10])[F:9])=[CH:7][C:2]=3[C:31]3[CH:30]=[N:29][C:28]([O:27][CH3:26])=[CH:33][CH:32]=3)=[CH:25][CH:24]=2)[CH:20]=[CH:21]1, predict the reactants needed to synthesize it. The reactants are: Br[C:2]1[CH:7]=[C:6]([C:8]([F:11])([F:10])[F:9])[CH:5]=[CH:4][C:3]=1/[CH:12]=[CH:13]/[C:14]([NH:16][C:17]1[CH:18]=[C:19]2[C:23](=[CH:24][CH:25]=1)[NH:22][CH:21]=[CH:20]2)=[O:15].[CH3:26][O:27][C:28]1[CH:33]=[CH:32][C:31](B(O)O)=[CH:30][N:29]=1.C1(P(C2C=CC=CC=2)C2C=CC=CC=2)C=CC=CC=1.C(O)C. (5) Given the product [CH3:9][O:10][C:11]1[CH:16]=[CH:15][C:14]([C:17](=[O:19])[CH2:18][C:1](=[O:3])[CH3:2])=[CH:13][CH:12]=1, predict the reactants needed to synthesize it. The reactants are: [C:1](OCC)(=[O:3])[CH3:2].[H-].[Na+].[CH3:9][O:10][C:11]1[CH:16]=[CH:15][C:14]([C:17](=[O:19])[CH3:18])=[CH:13][CH:12]=1.S(=O)(=O)(O)O. (6) The reactants are: [OH:1][C:2]1[C:11]2[C:6](=[N:7][CH:8]=[CH:9][CH:10]=2)[N:5]([C:12]2[CH:17]=[CH:16][CH:15]=[CH:14][CH:13]=2)[C:4](=[O:18])[CH:3]=1.[H-].[Na+].[F:21][C:22]([F:29])([F:28])[CH2:23][CH2:24][C:25](Cl)=[O:26].C(=O)([O-])O.[Na+]. Given the product [C:12]1([N:5]2[C:6]3[C:11](=[CH:10][CH:9]=[CH:8][N:7]=3)[C:2]([O:1][C:25](=[O:26])[CH2:24][CH2:23][C:22]([F:29])([F:28])[F:21])=[CH:3][C:4]2=[O:18])[CH:13]=[CH:14][CH:15]=[CH:16][CH:17]=1, predict the reactants needed to synthesize it. (7) Given the product [Br:1][C:2]1[CH:3]=[C:4]([CH:8]=[CH:9][C:10]=1[CH2:11][Br:12])[C:5]([OH:7])=[O:6], predict the reactants needed to synthesize it. The reactants are: [Br:1][C:2]1[CH:3]=[C:4]([CH:8]=[CH:9][C:10]=1[CH3:11])[C:5]([OH:7])=[O:6].[Br:12]N1C(=O)CCC1=O.N(C(C)(C)C#N)=NC(C)(C)C#N.C(O)(=O)CC(CC(O)=O)(C(O)=O)O. (8) Given the product [CH:1]1([N:7]2[CH2:13][C@:12]([F:16])([CH:14]=[CH2:15])[C:11](=[O:17])[N:10]([CH3:18])[C:9]3[CH:19]=[N:20][C:21]([NH:23][C:24]4[CH:32]=[CH:31][C:27]([C:28]([NH:72][CH:69]5[CH2:68][CH2:67][N:66]([C:59](=[O:61])[CH2:35][N:36]([CH3:38])[CH3:37])[CH2:71][CH2:70]5)=[O:30])=[CH:26][C:25]=4[O:33][CH3:34])=[N:22][C:8]2=3)[CH2:6][CH2:5][CH2:3][CH2:2]1, predict the reactants needed to synthesize it. The reactants are: [CH:1]1([N:7]2[CH2:13][C@:12]([F:16])([CH:14]=[CH2:15])[C:11](=[O:17])[N:10]([CH3:18])[C:9]3[CH:19]=[N:20][C:21]([NH:23][C:24]4[CH:32]=[CH:31][C:27]([C:28]([OH:30])=O)=[CH:26][C:25]=4[O:33][CH3:34])=[N:22][C:8]2=3)[CH2:6][CH2:5]C[CH2:3][CH2:2]1.[CH3:35][N:36]([C:38](ON1N=NC2C=CC=NC1=2)=[N+](C)C)[CH3:37].F[P-](F)(F)(F)(F)F.[C:59]([N:66]1[CH2:71][CH2:70][CH:69]([NH2:72])[CH2:68][CH2:67]1)([O:61]C(C)(C)C)=O. (9) Given the product [Br:1][C:2]1[CH:3]=[C:4]2[C:9](=[CH:10][CH:11]=1)[N:8]=[C:31]([CH:30]([O:32][CH3:17])[O:33][CH3:34])[CH:6]=[CH:5]2, predict the reactants needed to synthesize it. The reactants are: [Br:1][C:2]1[CH:3]=[C:4]2[C:9](=[CH:10][CH:11]=1)[N:8]=C(C)[CH:6]=[CH:5]2.[Se](=O)=O.O.[C:17]1(C)C=CC(S(O)(=O)=O)=CC=1.[OH-].[Na+].[C:30]([O:33][CH2:34]C)(=[O:32])[CH3:31].